From a dataset of NCI-60 drug combinations with 297,098 pairs across 59 cell lines. Regression. Given two drug SMILES strings and cell line genomic features, predict the synergy score measuring deviation from expected non-interaction effect. (1) Drug 1: CC=C1C(=O)NC(C(=O)OC2CC(=O)NC(C(=O)NC(CSSCCC=C2)C(=O)N1)C(C)C)C(C)C. Drug 2: C1CNP(=O)(OC1)N(CCCl)CCCl. Cell line: NCI-H322M. Synergy scores: CSS=24.8, Synergy_ZIP=1.97, Synergy_Bliss=1.57, Synergy_Loewe=-40.4, Synergy_HSA=-0.755. (2) Drug 1: CC1=C(C=C(C=C1)C(=O)NC2=CC(=CC(=C2)C(F)(F)F)N3C=C(N=C3)C)NC4=NC=CC(=N4)C5=CN=CC=C5. Drug 2: CC(C)CN1C=NC2=C1C3=CC=CC=C3N=C2N. Cell line: M14. Synergy scores: CSS=1.31, Synergy_ZIP=0.270, Synergy_Bliss=1.97, Synergy_Loewe=1.44, Synergy_HSA=0.142. (3) Drug 1: CNC(=O)C1=NC=CC(=C1)OC2=CC=C(C=C2)NC(=O)NC3=CC(=C(C=C3)Cl)C(F)(F)F. Drug 2: CN(CCCl)CCCl.Cl. Cell line: 786-0. Synergy scores: CSS=31.6, Synergy_ZIP=2.52, Synergy_Bliss=0.857, Synergy_Loewe=-33.4, Synergy_HSA=-0.0766. (4) Drug 1: C1=NC(=NC(=O)N1C2C(C(C(O2)CO)O)O)N. Drug 2: CN1C2=C(C=C(C=C2)N(CCCl)CCCl)N=C1CCCC(=O)O.Cl. Synergy scores: CSS=37.6, Synergy_ZIP=-9.65, Synergy_Bliss=-3.90, Synergy_Loewe=-17.7, Synergy_HSA=-2.44. Cell line: SK-MEL-2. (5) Drug 1: C1=CN(C(=O)N=C1N)C2C(C(C(O2)CO)O)O.Cl. Drug 2: C(CCl)NC(=O)N(CCCl)N=O. Cell line: SK-MEL-28. Synergy scores: CSS=24.3, Synergy_ZIP=-13.3, Synergy_Bliss=-3.10, Synergy_Loewe=-16.8, Synergy_HSA=-1.18. (6) Drug 1: CC1=C(C(=CC=C1)Cl)NC(=O)C2=CN=C(S2)NC3=CC(=NC(=N3)C)N4CCN(CC4)CCO. Drug 2: CC(C)CN1C=NC2=C1C3=CC=CC=C3N=C2N. Cell line: SK-OV-3. Synergy scores: CSS=19.1, Synergy_ZIP=-4.79, Synergy_Bliss=-5.05, Synergy_Loewe=-6.24, Synergy_HSA=-1.36. (7) Drug 1: C1=NNC2=C1C(=O)NC=N2. Synergy scores: CSS=5.37, Synergy_ZIP=0.165, Synergy_Bliss=0.299, Synergy_Loewe=-3.90, Synergy_HSA=-0.173. Drug 2: CC12CCC3C(C1CCC2OP(=O)(O)O)CCC4=C3C=CC(=C4)OC(=O)N(CCCl)CCCl.[Na+]. Cell line: OVCAR-5. (8) Drug 1: CN(C)C1=NC(=NC(=N1)N(C)C)N(C)C. Drug 2: C1C(C(OC1N2C=NC3=C2NC=NCC3O)CO)O. Cell line: COLO 205. Synergy scores: CSS=-7.57, Synergy_ZIP=2.41, Synergy_Bliss=-1.88, Synergy_Loewe=-7.60, Synergy_HSA=-8.67. (9) Drug 1: C#CCC(CC1=CN=C2C(=N1)C(=NC(=N2)N)N)C3=CC=C(C=C3)C(=O)NC(CCC(=O)O)C(=O)O. Drug 2: COCCOC1=C(C=C2C(=C1)C(=NC=N2)NC3=CC=CC(=C3)C#C)OCCOC.Cl. Cell line: SK-MEL-5. Synergy scores: CSS=2.05, Synergy_ZIP=2.02, Synergy_Bliss=3.86, Synergy_Loewe=1.64, Synergy_HSA=-0.812.